Dataset: Forward reaction prediction with 1.9M reactions from USPTO patents (1976-2016). Task: Predict the product of the given reaction. (1) Given the reactants [NH2:1][C:2]([CH2:16][OH:17])([CH2:14][OH:15])[CH2:3][CH2:4][C:5]1[CH:10]=[CH:9][C:8]([C:11](=[O:13])[CH3:12])=[CH:7][CH:6]=1.[CH2:18](C(CC)(CC)C([O-])([O-])[O-])[CH3:19].C(O)(=O)C, predict the reaction product. The product is: [OH:17][CH2:16][C:2]1([CH2:3][CH2:4][C:5]2[CH:10]=[CH:9][C:8]([C:11](=[O:13])[CH3:12])=[CH:7][CH:6]=2)[CH2:14][O:15][C:18]([CH3:19])=[N:1]1. (2) Given the reactants [OH:1][C:2]([C:11]([OH:13])=[O:12])([CH2:7][C:8]([OH:10])=[O:9])[CH2:3][C:4]([OH:6])=[O:5].[Br:14][C:15]1[CH:33]=[N:32][C:18]2[N:19]=[C:20]([N:26]3[CH2:29][CH:28]([NH:30][CH3:31])[CH2:27]3)[C:21]3[N:22]([CH:23]=[N:24][N:25]=3)[C:17]=2[CH:16]=1, predict the reaction product. The product is: [OH:1][C:2]([C:11]([OH:13])=[O:12])([CH2:7][C:8]([OH:10])=[O:9])[CH2:3][C:4]([OH:6])=[O:5].[Br:14][C:15]1[CH:33]=[N:32][C:18]2[N:19]=[C:20]([N:26]3[CH2:29][CH:28]([NH:30][CH3:31])[CH2:27]3)[C:21]3[N:22]([CH:23]=[N:24][N:25]=3)[C:17]=2[CH:16]=1. (3) Given the reactants [F:1][C:2]1([F:36])[CH2:7][CH2:6][N:5]([CH2:8][C@H:9]2[CH2:14][N:13]([S:15]([C:18]3[S:19][CH:20]=[CH:21][CH:22]=3)(=[O:17])=[O:16])[CH2:12][CH2:11][N:10]2[C:23]2[CH:28]=[CH:27][C:26]([C@:29]([OH:35])([CH3:34])[C:30]([F:33])([F:32])[F:31])=[CH:25][CH:24]=2)[CH2:4][CH2:3]1.FC1(F)CCN(C[C@@H]2CN(S(C3SC=CC=3)(=O)=O)CCN2C2C=CC([C@@](O)(C)C(F)(F)F)=CC=2)CC1.FC1(F)CCN(C[C@H]2CN(S(C3SC=CC=3)(=O)=O)CCN2C2C=CC([C@@](O)(C)C(F)(F)F)=CC=2)CC1.C1N=C(N)C2N=CN([C@@H]3O[C@H](COP(OP(OC[C@H]4O[C@@H](N5C=C(C(N)=O)CC=C5)[C@H](O)[C@@H]4O)(O)=O)(O)=O)[C@@H](O)[C@H]3OP(O)(O)=O)C=2N=1, predict the reaction product. The product is: [F:36][C:2]1([F:1])[CH2:3][CH2:4][N:5]([CH2:8][C@@H:9]2[CH2:14][N:13]([S:15]([C:18]3[S:19][CH:20]=[CH:21][CH:22]=3)(=[O:16])=[O:17])[CH2:12][CH2:11][N:10]2[C:23]2[CH:28]=[CH:27][C:26]([C@:29]([OH:35])([CH3:34])[C:30]([F:31])([F:33])[F:32])=[CH:25][CH:24]=2)[CH2:6][CH2:7]1. (4) Given the reactants [Cl:1][C:2]1[S:3][C:4]2[CH:10]=[CH:9][CH:8]=[CH:7][C:5]=2[N:6]=1.S(=O)(=O)(O)O.[N+:16]([O-])([O-:18])=[O:17].[K+], predict the reaction product. The product is: [Cl:1][C:2]1[S:3][C:4]2[CH:10]=[C:9]([N+:16]([O-:18])=[O:17])[CH:8]=[CH:7][C:5]=2[N:6]=1.